From a dataset of Reaction yield outcomes from USPTO patents with 853,638 reactions. Predict the reaction yield, written as a fraction of the theoretical maximum amount of product (1.0 means a 100% yield; for example, 0.34 means a 34% yield). (1) The reactants are [F:1][C:2]1[CH:7]=[C:6]([N+:8]([O-])=O)[C:5]([O:11][CH3:12])=[C:4]([F:13])[C:3]=1[O:14][CH3:15]. The catalyst is CCO.CCOC(C)=O.[Pd]. The product is [F:13][C:4]1[C:5]([O:11][CH3:12])=[C:6]([CH:7]=[C:2]([F:1])[C:3]=1[O:14][CH3:15])[NH2:8]. The yield is 1.00. (2) The product is [C:1]([C:3]1[C:11]2[C:6](=[N:7][C:8]([CH3:15])=[C:9]([CH2:13][CH3:14])[C:10]=2[CH3:12])[S:5][C:4]=1[C:16]([OH:18])=[O:17])#[N:2]. The yield is 0.930. The reactants are [C:1]([C:3]1[C:11]2[C:6](=[N:7][C:8]([CH3:15])=[C:9]([CH2:13][CH3:14])[C:10]=2[CH3:12])[S:5][C:4]=1[C:16]([O:18]C)=[O:17])#[N:2].[OH-].[Na+]. The catalyst is C(O)C.